This data is from Peptide-MHC class I binding affinity with 185,985 pairs from IEDB/IMGT. The task is: Regression. Given a peptide amino acid sequence and an MHC pseudo amino acid sequence, predict their binding affinity value. This is MHC class I binding data. (1) The peptide sequence is LRGKWQRRYR. The MHC is HLA-B40:02 with pseudo-sequence HLA-B40:02. The binding affinity (normalized) is 0. (2) The peptide sequence is YSHGMDLADL. The MHC is H-2-Db with pseudo-sequence H-2-Db. The binding affinity (normalized) is 0.350. (3) The peptide sequence is MPYHGYHII. The MHC is HLA-A68:23 with pseudo-sequence HLA-A68:23. The binding affinity (normalized) is 0.579. (4) The peptide sequence is STTVKAACWW. The MHC is HLA-B15:03 with pseudo-sequence HLA-B15:03. The binding affinity (normalized) is 0. (5) The binding affinity (normalized) is 0.213. The peptide sequence is YTKIVTNIL. The MHC is HLA-B44:02 with pseudo-sequence HLA-B44:02. (6) The binding affinity (normalized) is 0. The peptide sequence is MQPAQTSKW. The MHC is Mamu-A01 with pseudo-sequence Mamu-A01. (7) The peptide sequence is KLVETGFVI. The MHC is HLA-A02:06 with pseudo-sequence HLA-A02:06. The binding affinity (normalized) is 0.510.